From a dataset of CYP3A4 inhibition data for predicting drug metabolism from PubChem BioAssay. Regression/Classification. Given a drug SMILES string, predict its absorption, distribution, metabolism, or excretion properties. Task type varies by dataset: regression for continuous measurements (e.g., permeability, clearance, half-life) or binary classification for categorical outcomes (e.g., BBB penetration, CYP inhibition). Dataset: cyp3a4_veith. (1) The molecule is Clc1ccccc1-c1nccc(-n2ccnc2)n1. The result is 1 (inhibitor). (2) The drug is C[C@@H](c1ccccc1)N1C(=O)[C@H]2CC[C@H]3/C(=N\OC[C@@H](O)COCc4ccco4)C[C@@H](O)[C@@H](O)[C@@H]3[C@@H]2C1=O. The result is 1 (inhibitor). (3) The result is 1 (inhibitor). The compound is CN1CCN(NC(=O)CN2C(=O)/C(=C/c3c(Cl)cccc3Cl)SC2=S)CC1. (4) The compound is CCCCCCCCCC[Si](C)(C)CCC(=O)N[C@@H](Cc1ccc(C)cc1)c1ccccc1. The result is 0 (non-inhibitor). (5) The drug is CCC1CC2CC(NC(C)=O)C1C2. The result is 0 (non-inhibitor). (6) The drug is CC(C)c1ccc2c(c1)C(c1ccc(N3CCOCC3)cc1)=NNC(c1cccs1)=N2. The result is 0 (non-inhibitor). (7) The drug is Cc1ccc(C)c(NC(=S)c2ccccn2)c1. The result is 0 (non-inhibitor).